From a dataset of Forward reaction prediction with 1.9M reactions from USPTO patents (1976-2016). Predict the product of the given reaction. (1) The product is: [CH3:11][C:7]1[C:8]([C:20]#[C:19][C:16]2[CH:15]=[N:14][C:13]([NH2:12])=[N:18][CH:17]=2)=[CH:9][C:4]([N+:1]([O-:3])=[O:2])=[CH:5][N:6]=1. Given the reactants [N+:1]([C:4]1[CH:5]=[N:6][C:7]([CH3:11])=[C:8](Br)[CH:9]=1)([O-:3])=[O:2].[NH2:12][C:13]1[N:18]=[CH:17][C:16]([C:19]#[CH:20])=[CH:15][N:14]=1, predict the reaction product. (2) Given the reactants [CH2:1]([C:4]1([CH3:27])[O:9][CH2:8][CH:7]([CH2:10][O:11][Si:12]([C:15]([CH3:18])([CH3:17])[CH3:16])([CH3:14])[CH3:13])[N:6]([CH2:19][C:20]2[CH:25]=[CH:24][CH:23]=[CH:22][CH:21]=2)[C:5]1=[O:26])[CH:2]=C.I([O-])(=O)(=O)=[O:29].[Na+], predict the reaction product. The product is: [CH2:19]([N:6]1[CH:7]([CH2:10][O:11][Si:12]([C:15]([CH3:18])([CH3:16])[CH3:17])([CH3:13])[CH3:14])[CH2:8][O:9][C:4]([CH2:1][CH:2]=[O:29])([CH3:27])[C:5]1=[O:26])[C:20]1[CH:21]=[CH:22][CH:23]=[CH:24][CH:25]=1. (3) Given the reactants [CH3:1][C:2]1[CH:7]=[CH:6][C:5]([S:8]([O:11][CH2:12][C@@H:13]2[O:15][CH2:14]2)(=[O:10])=[O:9])=[CH:4][CH:3]=1.C(N(CC)C(C)C)(C)C.[C:25]1([SH:31])[CH:30]=[CH:29][CH:28]=[CH:27][CH:26]=1.O, predict the reaction product. The product is: [OH:15][C@H:13]([CH2:14][S:31][C:25]1[CH:30]=[CH:29][CH:28]=[CH:27][CH:26]=1)[CH2:12][O:11][S:8]([C:5]1[CH:6]=[CH:7][C:2]([CH3:1])=[CH:3][CH:4]=1)(=[O:10])=[O:9]. (4) The product is: [Cl:3][C:4]1[N:5]=[C:6]([Cl:13])[C:7]2[CH:12]=[CH:11][N:10]([CH3:14])[C:8]=2[N:9]=1. Given the reactants [H-].[Na+].[Cl:3][C:4]1[N:5]=[C:6]([Cl:13])[C:7]2[CH:12]=[CH:11][NH:10][C:8]=2[N:9]=1.[CH3:14]I.O, predict the reaction product. (5) The product is: [C:69]([C@@H:36]([NH:35][C:34]([C@H:31]1[CH2:30][CH2:29][C@H:28]([CH2:27][NH:26][C:25]([CH2:24][CH2:23][CH2:22][CH2:21][CH2:20][CH2:19][CH2:18][CH2:17][CH2:16][CH2:15][CH2:14][CH2:13][CH2:12][CH2:11][CH2:10][CH2:9][CH2:8][CH2:7][C:6]([OH:78])=[O:5])=[O:77])[CH2:33][CH2:32]1)=[O:76])[CH2:37][CH2:38][C:39](=[O:68])[NH:40][CH2:41][CH2:42][O:43][CH2:44][CH2:45][O:46][CH2:47][C:48](=[O:67])[NH:49][CH2:50][CH2:51][O:52][CH2:53][CH2:54][O:55][CH2:56][C:57]([O:59][N:60]1[C:64](=[O:65])[CH2:63][CH2:62][C:61]1=[O:66])=[O:58])([OH:71])=[O:70]. Given the reactants C([O:5][C:6](=[O:78])[CH2:7][CH2:8][CH2:9][CH2:10][CH2:11][CH2:12][CH2:13][CH2:14][CH2:15][CH2:16][CH2:17][CH2:18][CH2:19][CH2:20][CH2:21][CH2:22][CH2:23][CH2:24][C:25](=[O:77])[NH:26][CH2:27][C@H:28]1[CH2:33][CH2:32][C@H:31]([C:34](=[O:76])[NH:35][C@H:36]([C:69]([O:71]C(C)(C)C)=[O:70])[CH2:37][CH2:38][C:39](=[O:68])[NH:40][CH2:41][CH2:42][O:43][CH2:44][CH2:45][O:46][CH2:47][C:48](=[O:67])[NH:49][CH2:50][CH2:51][O:52][CH2:53][CH2:54][O:55][CH2:56][C:57]([O:59][N:60]2[C:64](=[O:65])[CH2:63][CH2:62][C:61]2=[O:66])=[O:58])[CH2:30][CH2:29]1)(C)(C)C, predict the reaction product. (6) Given the reactants ClC1C(C(F)(F)F)=CN=C(NC2C=CC(CP(=O)(OCC)OCC)=CC=2)N=1.Cl[C:29]1[N:34]=[C:33]([Cl:35])[C:32]([C:36]([F:39])([F:38])[F:37])=[CH:31][N:30]=1.[CH2:40]([O:42][P:43]([CH2:48][C:49]1[CH:54]=[CH:53][C:52]([NH2:55])=[C:51]([O:56][CH3:57])[N:50]=1)(=[O:47])[O:44][CH2:45][CH3:46])[CH3:41], predict the reaction product. The product is: [CH2:40]([O:42][P:43]([CH2:48][C:49]1[CH:54]=[CH:53][C:52]([NH:55][C:29]2[N:34]=[C:33]([Cl:35])[C:32]([C:36]([F:39])([F:38])[F:37])=[CH:31][N:30]=2)=[C:51]([O:56][CH3:57])[N:50]=1)(=[O:47])[O:44][CH2:45][CH3:46])[CH3:41]. (7) Given the reactants [Cl:1][C:2]1[CH:9]=[C:8]([Cl:10])[CH:7]=[C:4]([CH:5]=O)[C:3]=1[OH:11].[Br:12][C:13]1[CH:20]=[C:19]([Br:21])[CH:18]=[C:15]([CH:16]=O)[C:14]=1[OH:22].[C:23](OCC)(=[O:30])[CH2:24][C:25]([O:27]CC)=[O:26].N1CCCCC1, predict the reaction product. The product is: [Cl:10][C:8]1[CH:7]=[C:4]2[C:3](=[C:2]([Cl:1])[CH:9]=1)[O:11][C:23](=[O:30])[C:24]([C:25]([O-:27])=[O:26])=[CH:5]2.[Br:21][C:19]1[CH:18]=[C:15]2[C:14](=[C:13]([Br:12])[CH:20]=1)[O:22][C:23](=[O:30])[C:24]([C:25]([O-:27])=[O:26])=[CH:16]2. (8) The product is: [C:1]([O:4][CH2:5][CH2:6][O:7][C:8]1[CH:23]=[CH:22][C:11]([C:12]([OH:14])=[O:13])=[C:10]([Cl:24])[CH:9]=1)(=[O:3])[CH3:2]. Given the reactants [C:1]([O:4][CH2:5][CH2:6][O:7][C:8]1[CH:23]=[CH:22][C:11]([C:12]([O:14]CC2C=CC=CC=2)=[O:13])=[C:10]([Cl:24])[CH:9]=1)(=[O:3])[CH3:2], predict the reaction product. (9) Given the reactants [F:1][C:2]1[CH:7]=[CH:6][C:5]([C:8]2[C:17]([N:18]([CH:20]([CH3:22])[CH3:21])[CH3:19])=[N:16][C:15]3[C:10](=[CH:11][CH:12]=[C:13]([C:23]([O:25]C)=[O:24])[CH:14]=3)[N:9]=2)=[C:4]([CH3:27])[CH:3]=1.[OH-].[Na+], predict the reaction product. The product is: [F:1][C:2]1[CH:7]=[CH:6][C:5]([C:8]2[C:17]([N:18]([CH:20]([CH3:22])[CH3:21])[CH3:19])=[N:16][C:15]3[C:10](=[CH:11][CH:12]=[C:13]([C:23]([OH:25])=[O:24])[CH:14]=3)[N:9]=2)=[C:4]([CH3:27])[CH:3]=1. (10) Given the reactants [CH2:1]([C:3]1[CH:8]=[CH:7][N:6]2[CH:9]=[CH:10][N:11]=[C:5]2[CH:4]=1)[CH3:2].[CH2:12]([O:19][C:20]1[CH:21]=[CH:22][CH:23]=[C:24]2[C:29]=1[N:28]=[C:27](Cl)[CH:26]=[CH:25]2)[C:13]1[CH:18]=[CH:17][CH:16]=[CH:15][CH:14]=1.C(=O)([O-])[O-].[K+].[K+].O1CCOCC1, predict the reaction product. The product is: [CH2:12]([O:19][C:20]1[CH:21]=[CH:22][CH:23]=[C:24]2[C:29]=1[N:28]=[C:27]([C:9]1[N:6]3[CH:7]=[CH:8][C:3]([CH2:1][CH3:2])=[CH:4][C:5]3=[N:11][CH:10]=1)[CH:26]=[CH:25]2)[C:13]1[CH:18]=[CH:17][CH:16]=[CH:15][CH:14]=1.